Dataset: Reaction yield outcomes from USPTO patents with 853,638 reactions. Task: Predict the reaction yield, written as a fraction of the theoretical maximum amount of product (1.0 means a 100% yield; for example, 0.34 means a 34% yield). (1) The reactants are [CH2:1]([O:3][C:4]([C:6]1[N:7]=[C:8]2[N:14]([C:15](=[O:26])[C:16]=1[O:17]C(=O)C1C=CC=CC=1)[CH2:13][CH:12]1[CH2:27][CH2:28][C:9]2([O:29][CH2:30][CH2:31][O:32]C(=O)C2C=CC=CC=2)[CH2:10][CH2:11]1)=[O:5])[CH3:2].C([O-])C.[Na+]. The catalyst is C1COCC1.CCO.C(OCC)(=O)C. The product is [CH2:1]([O:3][C:4]([C:6]1[N:7]=[C:8]2[N:14]([C:15](=[O:26])[C:16]=1[OH:17])[CH2:13][CH:12]1[CH2:27][CH2:28][C:9]2([O:29][CH2:30][CH2:31][OH:32])[CH2:10][CH2:11]1)=[O:5])[CH3:2]. The yield is 0.640. (2) The reactants are [N:1]1[CH:6]=[CH:5][CH:4]=[C:3]2[CH2:7][CH2:8][CH2:9][CH2:10][CH:11](OC(=O)C)[C:2]=12.[N-:16]=[N+:17]=[N-:18].[Na+]. The catalyst is CN(C=O)C. The product is [N:16]([CH:11]1[C:2]2=[N:1][CH:6]=[CH:5][CH:4]=[C:3]2[CH2:7][CH2:8][CH2:9][CH2:10]1)=[N+:17]=[N-:18]. The yield is 0.420. (3) The catalyst is O1CCOCC1. The reactants are [F:1][C:2](Br)([F:14])[C:3]1[C:8]([F:9])=[C:7]([F:10])[C:6]([F:11])=[C:5]([F:12])[C:4]=1[F:13].[P:16]([O:23]CC)([O:20][CH2:21][CH3:22])[O:17][CH2:18][CH3:19]. The yield is 0.960. The product is [F:1][C:2]([F:14])([P:16](=[O:23])([O:20][CH2:21][CH3:22])[O:17][CH2:18][CH3:19])[C:3]1[C:8]([F:9])=[C:7]([F:10])[C:6]([F:11])=[C:5]([F:12])[C:4]=1[F:13]. (4) The reactants are [Cl-].O[NH3+:3].[C:4](=[O:7])([O-])[OH:5].[Na+].CS(C)=O.[CH2:13]([C:17]1[N:21]([CH2:22][C:23]2[CH:28]=[CH:27][C:26]([C:29]3[C:30]([C:35]#[N:36])=[CH:31][CH:32]=[CH:33][CH:34]=3)=[CH:25][CH:24]=2)[C:20](=[O:37])[N:19]([CH2:38][CH:39]2[CH2:44][CH2:43][CH2:42][CH2:41][O:40]2)[N:18]=1)[CH2:14][CH2:15][CH3:16]. The catalyst is C(OCC)(=O)C. The product is [CH2:13]([C:17]1[N:21]([CH2:22][C:23]2[CH:24]=[CH:25][C:26]([C:29]3[CH:34]=[CH:33][CH:32]=[CH:31][C:30]=3[C:35]3[NH:3][C:4](=[O:7])[O:5][N:36]=3)=[CH:27][CH:28]=2)[C:20](=[O:37])[N:19]([CH2:38][CH:39]2[CH2:44][CH2:43][CH2:42][CH2:41][O:40]2)[N:18]=1)[CH2:14][CH2:15][CH3:16]. The yield is 0.530. (5) The reactants are [CH:1]([NH:4][C:5]1[C:10]([C:11]([O:13]CC)=[O:12])=[CH:9][N:8]=[C:7]([S:16][CH3:17])[N:6]=1)([CH3:3])[CH3:2].[OH-].[Na+].C(O)(=O)CC(CC(O)=O)(C(O)=O)O. The catalyst is C(O)C. The product is [CH:1]([NH:4][C:5]1[C:10]([C:11]([OH:13])=[O:12])=[CH:9][N:8]=[C:7]([S:16][CH3:17])[N:6]=1)([CH3:3])[CH3:2]. The yield is 0.860.